From a dataset of Full USPTO retrosynthesis dataset with 1.9M reactions from patents (1976-2016). Predict the reactants needed to synthesize the given product. Given the product [F:19][C:18]1[CH:17]=[CH:16][C:4]([CH2:5][O:6][C:7]2[CH:12]=[CH:11][C:10]([N+:13]([O-:15])=[O:14])=[CH:9][CH:8]=2)=[CH:3][CH:2]=1, predict the reactants needed to synthesize it. The reactants are: F[C:2]1[CH:3]=[C:4]([CH:16]=[CH:17][CH:18]=1)[CH2:5][O:6][C:7]1[CH:12]=[CH:11][C:10]([N+:13]([O-:15])=[O:14])=[CH:9][CH:8]=1.[F:19]C1C=CC([N+]([O-])=O)=CC=1.FC1C=CC(CO)=CC=1.